Dataset: Forward reaction prediction with 1.9M reactions from USPTO patents (1976-2016). Task: Predict the product of the given reaction. (1) The product is: [Cl:3][C:4]1[N:9]=[C:8]([NH:10][NH:11][C:27](=[O:28])[C@H:26]([CH2:25][CH:20]2[CH2:21][CH2:22][CH2:23][CH2:24]2)[CH2:30][N:31]([O:32][CH:33]2[CH2:38][CH2:37][CH2:36][CH2:35][O:34]2)[CH:39]=[O:40])[C:7]([F:12])=[C:6]([NH:13][CH2:14][C:15]2[S:16][CH:17]=[CH:18][N:19]=2)[N:5]=1. Given the reactants Cl.Cl.[Cl:3][C:4]1[NH:5][C:6]([NH:13][CH2:14][C:15]2[S:16][CH:17]=[CH:18][N:19]=2)=[C:7]([F:12])[C:8](=[N:10][NH2:11])[N:9]=1.[CH:20]1([CH2:25][C@H:26]([CH2:30][N:31]([CH:39]=[O:40])[O:32][CH:33]2[CH2:38][CH2:37][CH2:36][CH2:35][O:34]2)[C:27](O)=[O:28])[CH2:24][CH2:23][CH2:22][CH2:21]1.CN1CCOCC1.C1C=NC2N(O)N=NC=2C=1.C(Cl)CCl, predict the reaction product. (2) The product is: [CH2:28]([NH:31][C:32](=[O:33])[N:21]([CH3:22])[CH2:20][CH2:19][CH2:18][O:17][C:5]1[CH:6]=[CH:7][C:8]2[C:9]([C:13]([F:16])([F:15])[F:14])=[N:10][O:11][C:12]=2[C:4]=1[CH2:1][CH2:2][CH3:3])[CH2:29][CH3:30]. Given the reactants [CH2:1]([C:4]1[C:12]2[O:11][N:10]=[C:9]([C:13]([F:16])([F:15])[F:14])[C:8]=2[CH:7]=[CH:6][C:5]=1[O:17][CH2:18][CH2:19][CH:20](OCCCBr)[NH:21][CH3:22])[CH2:2][CH3:3].[CH2:28]([N:31]=[C:32]=[O:33])[CH2:29][CH3:30], predict the reaction product. (3) Given the reactants [NH2:1][C:2]1[NH:7][C:6](=[O:8])[C:5]([CH2:9][C:10]2[CH:15]=[CH:14][C:13]([Cl:16])=[C:12]([Cl:17])[CH:11]=2)=[C:4]([C:18]([F:21])([F:20])[F:19])[N:3]=1.Cl[C:23]([O:25][CH2:26][CH2:27]Br)=[O:24].C(N(CC)C(C)C)(C)C, predict the reaction product. The product is: [Cl:17][C:12]1[CH:11]=[C:10]([CH:15]=[CH:14][C:13]=1[Cl:16])[CH2:9][C:5]1[C:6](=[O:8])[NH:7][C:2]([N:1]2[CH2:27][CH2:26][O:25][C:23]2=[O:24])=[N:3][C:4]=1[C:18]([F:21])([F:20])[F:19]. (4) Given the reactants [Cl:1][C:2]1[N:10]([CH2:11][C:12]2[CH:17]=[CH:16][C:15]([Cl:18])=[CH:14][CH:13]=2)[C:9]2[C:8](=[O:19])[N:7]([CH3:20])[C:6](=[O:21])[NH:5][C:4]=2[N:3]=1.Br[CH2:23][C:24]1[CH:29]=[CH:28][CH:27]=[CH:26][CH:25]=1.C(=O)([O-])[O-].[K+].[K+], predict the reaction product. The product is: [CH2:23]([N:5]1[C:4]2[N:3]=[C:2]([Cl:1])[N:10]([CH2:11][C:12]3[CH:13]=[CH:14][C:15]([Cl:18])=[CH:16][CH:17]=3)[C:9]=2[C:8](=[O:19])[N:7]([CH3:20])[C:6]1=[O:21])[C:24]1[CH:29]=[CH:28][CH:27]=[CH:26][CH:25]=1. (5) The product is: [Br:11][C:12]1[CH:13]=[C:14]([S:18]([NH:8][C:5]2[C:4]([O:9][CH3:10])=[CH:3][C:2]([Cl:1])=[CH:7][N:6]=2)(=[O:20])=[O:19])[CH:15]=[N:16][CH:17]=1. Given the reactants [Cl:1][C:2]1[CH:3]=[C:4]([O:9][CH3:10])[C:5]([NH2:8])=[N:6][CH:7]=1.[Br:11][C:12]1[CH:13]=[C:14]([S:18](Cl)(=[O:20])=[O:19])[CH:15]=[N:16][CH:17]=1, predict the reaction product.